From a dataset of Forward reaction prediction with 1.9M reactions from USPTO patents (1976-2016). Predict the product of the given reaction. (1) Given the reactants CC(C)[C@@H]([N:8]1[CH2:16][C:15]2[C:10](=[CH:11][CH:12]=[C:13]([C:17]3[CH:22]=[CH:21][C:20]([NH:23][C:24]([NH:26][C:27]4[CH:32]=[CH:31][CH:30]=[C:29]([C:33]([F:36])([F:35])[F:34])[CH:28]=4)=[O:25])=[CH:19][CH:18]=3)[CH:14]=2)[C:9]1=[O:37])C(OC)=O.BrC1C=C2C(=CC=1)C(=O)N([CH2:50][CH2:51][C:52]([O:54][CH2:55][CH3:56])=[O:53])C2.CC1(C)C(C)(C)OB(C2C=CC(NC(NC3C=CC=C(C(F)(F)F)C=3)=O)=CC=2)O1, predict the reaction product. The product is: [O:37]=[C:9]1[C:10]2[C:15](=[CH:14][C:13]([C:17]3[CH:22]=[CH:21][C:20]([NH:23][C:24]([NH:26][C:27]4[CH:32]=[CH:31][CH:30]=[C:29]([C:33]([F:34])([F:35])[F:36])[CH:28]=4)=[O:25])=[CH:19][CH:18]=3)=[CH:12][CH:11]=2)[CH2:16][N:8]1[CH2:50][CH2:51][C:52]([O:54][CH2:55][CH3:56])=[O:53]. (2) Given the reactants COC[O:4][C:5]1[CH:10]=[C:9]([O:11]COC)[CH:8]=[CH:7][C:6]=1[CH:15]1[CH2:20][CH2:19][CH2:18][CH:17]([CH2:21][OH:22])[CH2:16]1, predict the reaction product. The product is: [OH:22][CH2:21][CH:17]1[CH2:18][CH2:19][CH2:20][CH:15]([C:6]2[CH:7]=[CH:8][C:9]([OH:11])=[CH:10][C:5]=2[OH:4])[CH2:16]1. (3) Given the reactants [CH:1]([C:4]1[CH:9]=[CH:8][CH:7]=[C:6]([CH:10]([CH3:12])[CH3:11])[C:5]=1[NH:13][CH:14]=O)([CH3:3])[CH3:2].O=P(Cl)(Cl)Cl.C(N(CC)CC)C, predict the reaction product. The product is: [CH:10]([C:6]1[CH:7]=[CH:8][CH:9]=[C:4]([CH:1]([CH3:3])[CH3:2])[C:5]=1[N+:13]#[C-:14])([CH3:12])[CH3:11]. (4) Given the reactants [C:1]([C:5]1[CH:10]=[CH:9][CH:8]=[C:7]([C:11]2([N:14]=[C:15]=[O:16])[CH2:13][CH2:12]2)[CH:6]=1)([CH3:4])([CH3:3])[CH3:2].[Br:17][C:18]1[CH:33]=[CH:32][C:21]([CH2:22][C@H:23]2[C@@H:28]([OH:29])[CH:27]=[CH:26][S:25](=[O:31])(=[O:30])[CH2:24]2)=[CH:20][CH:19]=1.C1CCN2C(=NCCC2)CC1, predict the reaction product. The product is: [Br:17][C:18]1[CH:19]=[CH:20][C:21]([CH2:22][C@H:23]2[C@@H:28]3[C@@H:27]([N:14]([C:11]4([C:7]5[CH:8]=[CH:9][CH:10]=[C:5]([C:1]([CH3:4])([CH3:3])[CH3:2])[CH:6]=5)[CH2:13][CH2:12]4)[C:15](=[O:16])[O:29]3)[CH2:26][S:25](=[O:31])(=[O:30])[CH2:24]2)=[CH:32][CH:33]=1. (5) Given the reactants [Br:1][C:2]1[N:6]([S:7]([C:10]2[CH:15]=[CH:14][CH:13]=[CH:12][CH:11]=2)(=[O:9])=[O:8])[CH:5]=[C:4]([CH2:16][OH:17])[CH:3]=1.O.C[N+]1([O-])CCOCC1, predict the reaction product. The product is: [Br:1][C:2]1[N:6]([S:7]([C:10]2[CH:15]=[CH:14][CH:13]=[CH:12][CH:11]=2)(=[O:9])=[O:8])[CH:5]=[C:4]([CH:16]=[O:17])[CH:3]=1. (6) Given the reactants [CH3:1][O:2][C:3]1[CH:4]=[C:5]2[C:10](=[CH:11][C:12]=1[O:13][CH3:14])[C:9]([CH3:15])=[N:8][C:7]([OH:16])=[CH:6]2.[OH-].[K+].Br[CH2:20][C:21]1[CH:26]=[CH:25][CH:24]=[C:23]([O:27][C:28]2[CH:33]=[CH:32][CH:31]=[CH:30][CH:29]=2)[CH:22]=1, predict the reaction product. The product is: [CH3:1][O:2][C:3]1[CH:4]=[C:5]2[C:10](=[CH:11][C:12]=1[O:13][CH3:14])[C:9]([CH3:15])=[N:8][C:7]([OH:16])=[C:6]2[CH2:20][C:21]1[CH:26]=[CH:25][CH:24]=[C:23]([O:27][C:28]2[CH:33]=[CH:32][CH:31]=[CH:30][CH:29]=2)[CH:22]=1.